From a dataset of Catalyst prediction with 721,799 reactions and 888 catalyst types from USPTO. Predict which catalyst facilitates the given reaction. (1) Reactant: [C:1](Cl)(=[O:10])[CH2:2][CH2:3][C:4]1[CH:9]=[CH:8][CH:7]=[CH:6][CH:5]=1.[C:12]([C:15]1[O:19][C:18]([C:20]2[CH:21]=[C:22]([S:26]([NH2:29])(=[O:28])=[O:27])[CH:23]=[CH:24][CH:25]=2)=[CH:17][CH:16]=1)(=[O:14])[CH3:13].C(N(CC)CC)C. Product: [C:12]([C:15]1[O:19][C:18]([C:20]2[CH:21]=[C:22]([S:26]([NH:29][C:1](=[O:10])[CH2:2][CH2:3][C:4]3[CH:9]=[CH:8][CH:7]=[CH:6][CH:5]=3)(=[O:27])=[O:28])[CH:23]=[CH:24][CH:25]=2)=[CH:17][CH:16]=1)(=[O:14])[CH3:13]. The catalyst class is: 4. (2) Reactant: Cl[C:2]1[S:3][C:4]2[CH:10]=[CH:9][C:8]([C:11]#[N:12])=[CH:7][C:5]=2[N:6]=1.NC1C=C(C=CC=1Cl)C#N.[O:23]=[C:24]1[NH:29][CH2:28][CH2:27][N:26]([C:30]([O:32][C:33]([CH3:36])([CH3:35])[CH3:34])=[O:31])[CH2:25]1.CC1(C)C2C(=C(P(C3C=CC=CC=3)C3C=CC=CC=3)C=CC=2)OC2C(P(C3C=CC=CC=3)C3C=CC=CC=3)=CC=CC1=2.C(=O)([O-])[O-].[Cs+].[Cs+]. Product: [C:11]([C:8]1[CH:9]=[CH:10][C:4]2[S:3][C:2]([N:29]3[CH2:28][CH2:27][N:26]([C:30]([O:32][C:33]([CH3:35])([CH3:34])[CH3:36])=[O:31])[CH2:25][C:24]3=[O:23])=[N:6][C:5]=2[CH:7]=1)#[N:12]. The catalyst class is: 102.